Dataset: hERG Central: cardiac toxicity at 1µM, 10µM, and general inhibition. Task: Predict hERG channel inhibition at various concentrations. The molecule is COc1ccc(S(=O)(=O)NCc2cccnc2)cc1NC(=O)c1ccc(Cl)cc1. Results: hERG_inhib (hERG inhibition (general)): blocker.